Dataset: Catalyst prediction with 721,799 reactions and 888 catalyst types from USPTO. Task: Predict which catalyst facilitates the given reaction. Reactant: [CH3:1][N:2]([CH3:12])[C:3]1[CH:11]=[CH:10][C:6]([C:7](Cl)=[O:8])=[CH:5][CH:4]=1.CCN(CC)CC.[CH:20]([NH2:23])([CH3:22])[CH3:21]. Product: [CH3:1][N:2]([CH3:12])[C:3]1[CH:11]=[CH:10][C:6]([C:7]([NH:23][CH:20]([CH3:22])[CH3:21])=[O:8])=[CH:5][CH:4]=1. The catalyst class is: 28.